This data is from Merck oncology drug combination screen with 23,052 pairs across 39 cell lines. The task is: Regression. Given two drug SMILES strings and cell line genomic features, predict the synergy score measuring deviation from expected non-interaction effect. Synergy scores: synergy=17.5. Cell line: T47D. Drug 2: CC1(c2nc3c(C(N)=O)cccc3[nH]2)CCCN1. Drug 1: O=c1[nH]cc(F)c(=O)[nH]1.